Task: Regression/Classification. Given a drug SMILES string, predict its absorption, distribution, metabolism, or excretion properties. Task type varies by dataset: regression for continuous measurements (e.g., permeability, clearance, half-life) or binary classification for categorical outcomes (e.g., BBB penetration, CYP inhibition). Dataset: cyp1a2_veith.. Dataset: CYP1A2 inhibition data for predicting drug metabolism from PubChem BioAssay The drug is Cc1ccc(CN2C(=O)CCC2C(=O)NCc2cccnc2)cc1. The result is 0 (non-inhibitor).